This data is from Full USPTO retrosynthesis dataset with 1.9M reactions from patents (1976-2016). The task is: Predict the reactants needed to synthesize the given product. (1) Given the product [CH2:14]([C:10]1[CH:11]=[CH:12][CH:13]=[C:8]([N:3]2[C:2]([CH3:1])=[CH:6][CH:5]=[C:4]2[CH3:7])[N:9]=1)[CH2:15][CH2:16][CH3:17], predict the reactants needed to synthesize it. The reactants are: [CH3:1][C:2]1[N:3]([C:8]2[CH:13]=[CH:12][CH:11]=[C:10]([CH3:14])[N:9]=2)[C:4]([CH3:7])=[CH:5][CH:6]=1.[CH2:15](I)[CH2:16][CH3:17].C(I)C. (2) The reactants are: [Cl:1][C:2]1[N:7]=[N:6][C:5]([O:8][C:9]2[CH:14]=[CH:13][CH:12]=[CH:11][C:10]=2[CH3:15])=[C:4]([OH:16])[CH:3]=1.ClC1C=CC=C(C(OO)=[O:25])C=1.S([O-])([O-])=O.[Na+].[Na+]. Given the product [Cl:1][C:2]1[N+:7]([O-:25])=[N:6][C:5]([O:8][C:9]2[CH:14]=[CH:13][CH:12]=[CH:11][C:10]=2[CH3:15])=[C:4]([OH:16])[CH:3]=1, predict the reactants needed to synthesize it.